Dataset: Reaction yield outcomes from USPTO patents with 853,638 reactions. Task: Predict the reaction yield, written as a fraction of the theoretical maximum amount of product (1.0 means a 100% yield; for example, 0.34 means a 34% yield). The reactants are ClC1C=CC=C(C(OO)=[O:9])C=1.[CH3:12][O:13][C:14]1[C:33]([O:34][CH3:35])=[C:32]([O:36][CH3:37])[CH:31]=[C:30]([CH3:38])[C:15]=1[C:16]([C:18]1[C:23]([C:24]([F:27])([F:26])[F:25])=[CH:22][N:21]=[CH:20][C:19]=1[O:28][CH3:29])=[O:17]. The catalyst is C(Cl)(Cl)Cl. The product is [CH3:12][O:13][C:14]1[C:33]([O:34][CH3:35])=[C:32]([O:36][CH3:37])[CH:31]=[C:30]([CH3:38])[C:15]=1[C:16]([C:18]1[C:23]([C:24]([F:27])([F:25])[F:26])=[CH:22][N+:21]([O-:9])=[CH:20][C:19]=1[O:28][CH3:29])=[O:17]. The yield is 0.990.